From a dataset of HIV replication inhibition screening data with 41,000+ compounds from the AIDS Antiviral Screen. Binary Classification. Given a drug SMILES string, predict its activity (active/inactive) in a high-throughput screening assay against a specified biological target. (1) The compound is COc1ccccc1Nc1nc2c(=O)n(C)c(=O)n(C)c2[nH]1. The result is 0 (inactive). (2) The compound is CCNCC.C[c-]1c(=O)n(O)c2ccccc2[n+]1=O. The result is 0 (inactive). (3) The compound is CC(C)CC(NC=O)C(=O)NC(Cc1ccccc1)NC(=O)CNC(=O)C(C)NC(=O)C(N)Cc1ccc(O)cc1.O=C(O)C(F)(F)F. The result is 0 (inactive). (4) The molecule is NNC1=Nc2ccc(Cl)cc2C(=S)N2CSCC12. The result is 0 (inactive). (5) The compound is C=CCC1(C(C)C(OC(C)=O)c2ccc3c(c2)OCO3)CC(OC)C=CC1=O. The result is 0 (inactive). (6) The compound is Oc1ccc2c(c1)nc(O)c1c(O)c3c(cc12)OCO3. The result is 0 (inactive). (7) The drug is NC(=S)NN=C1CSSC1. The result is 0 (inactive). (8) The result is 0 (inactive). The compound is COc1ccc(C=C(C#N)c2ccccc2[N+](=O)[O-])cc1.